This data is from Forward reaction prediction with 1.9M reactions from USPTO patents (1976-2016). The task is: Predict the product of the given reaction. (1) Given the reactants [CH3:1][S:2]([C:5]1[CH:33]=[CH:32][C:8]([CH2:9][N:10]2[C:18]3[C:13](=[CH:14][CH:15]=[CH:16][CH:17]=3)[C:12]([CH:19]3[CH2:24][CH2:23][N:22](C(OC(C)(C)C)=O)[CH2:21][CH2:20]3)=[CH:11]2)=[CH:7][CH:6]=1)(=[O:4])=[O:3].[ClH:34], predict the reaction product. The product is: [ClH:34].[CH3:1][S:2]([C:5]1[CH:6]=[CH:7][C:8]([CH2:9][N:10]2[C:18]3[C:13](=[CH:14][CH:15]=[CH:16][CH:17]=3)[C:12]([CH:19]3[CH2:24][CH2:23][NH:22][CH2:21][CH2:20]3)=[CH:11]2)=[CH:32][CH:33]=1)(=[O:3])=[O:4]. (2) The product is: [Br:16][C:17]1[CH:22]=[C:21]([N:9]2[C:10]3[C:6](=[CH:5][CH:4]=[C:3]([C:1]#[N:2])[CH:11]=3)[C:7]([C:12]([O:14][CH3:15])=[O:13])=[N:8]2)[CH:20]=[CH:19][CH:18]=1. Given the reactants [C:1]([C:3]1[CH:11]=[C:10]2[C:6]([C:7]([C:12]([O:14][CH3:15])=[O:13])=[N:8][NH:9]2)=[CH:5][CH:4]=1)#[N:2].[Br:16][C:17]1[CH:18]=[C:19](B(O)O)[CH:20]=[CH:21][CH:22]=1, predict the reaction product. (3) The product is: [Br:1][C:2]1[CH:3]=[C:4]2[C:12]([C:13]3[CH:18]=[C:17]([N+:19]([O-:21])=[O:20])[CH:16]=[CH:15][C:14]=3[O:32][C:26]3[CH:27]=[CH:28][C:29]([F:31])=[CH:30][C:25]=3[F:24])=[CH:11][N:10]([CH3:23])[C:5]2=[C:6]([O:8][CH3:9])[N:7]=1. Given the reactants [Br:1][C:2]1[CH:3]=[C:4]2[C:12]([C:13]3[CH:18]=[C:17]([N+:19]([O-:21])=[O:20])[CH:16]=[CH:15][C:14]=3F)=[CH:11][N:10]([CH3:23])[C:5]2=[C:6]([O:8][CH3:9])[N:7]=1.[F:24][C:25]1[CH:30]=[C:29]([F:31])[CH:28]=[CH:27][C:26]=1[OH:32].C(=O)([O-])[O-].[Cs+].[Cs+], predict the reaction product. (4) Given the reactants [CH3:1][C:2]([N:6]1[CH2:11][CH2:10][CH:9]([S:12]([C:14]2[CH:15]=[CH:16][C:17]3[O:23][CH2:22][CH2:21][N:20]4[CH:24]=[C:25]([C:27]5[CH:32]=[CH:31][CH:30]=[CH:29][N:28]=5)[N:26]=[C:19]4[C:18]=3[CH:33]=2)=[O:13])[CH2:8][CH2:7]1)([CH3:5])[CH2:3][OH:4].C(O)(C(F)(F)F)=[O:35].C1C=C(Cl)C=C(C(OO)=O)C=1, predict the reaction product. The product is: [CH3:5][C:2]([N:6]1[CH2:7][CH2:8][CH:9]([S:12]([C:14]2[CH:15]=[CH:16][C:17]3[O:23][CH2:22][CH2:21][N:20]4[CH:24]=[C:25]([C:27]5[CH:32]=[CH:31][CH:30]=[CH:29][N:28]=5)[N:26]=[C:19]4[C:18]=3[CH:33]=2)(=[O:35])=[O:13])[CH2:10][CH2:11]1)([CH3:1])[CH2:3][OH:4].